From a dataset of Forward reaction prediction with 1.9M reactions from USPTO patents (1976-2016). Predict the product of the given reaction. (1) Given the reactants [Cl:1][C:2]([Cl:16])([F:15])[S:3][C:4]1[C:12]2[C:7](=[CH:8][CH:9]=[CH:10][CH:11]=2)[N:6]([CH2:13]O)[CH:5]=1.S(Cl)([Cl:19])=O, predict the reaction product. The product is: [Cl:19][CH2:13][N:6]1[C:7]2[C:12](=[CH:11][CH:10]=[CH:9][CH:8]=2)[C:4]([S:3][C:2]([Cl:16])([Cl:1])[F:15])=[CH:5]1. (2) The product is: [ClH:1].[Cl:1][C:2]1[CH:3]=[C:4]([C:12]2[O:16][N:15]=[C:14]([C:17]3[C:27]4[O:26][CH2:25][CH2:24][NH:23][CH2:22][C:21]=4[CH:20]=[CH:19][CH:18]=3)[N:13]=2)[CH:5]=[N:6][C:7]=1[O:8][CH:9]([CH3:11])[CH3:10]. Given the reactants [Cl:1][C:2]1[CH:3]=[C:4]([C:12]2[O:16][N:15]=[C:14]([C:17]3[C:27]4[O:26][CH2:25][CH2:24][N:23](C(OC(C)(C)C)=O)[CH2:22][C:21]=4[CH:20]=[CH:19][CH:18]=3)[N:13]=2)[CH:5]=[N:6][C:7]=1[O:8][CH:9]([CH3:11])[CH3:10].Cl, predict the reaction product. (3) Given the reactants [Br:1][C:2]1[CH:7]=[CH:6][C:5]([CH:8]([C:10]2[CH:15]=[CH:14][CH:13]=[CH:12][C:11]=2[F:16])O)=[CH:4][CH:3]=1.S(Cl)([Cl:19])=O.C([O-])([O-])=O.[Na+].[Na+], predict the reaction product. The product is: [Br:1][C:2]1[CH:7]=[CH:6][C:5]([CH:8]([Cl:19])[C:10]2[CH:15]=[CH:14][CH:13]=[CH:12][C:11]=2[F:16])=[CH:4][CH:3]=1. (4) Given the reactants F[C:2]1[CH:9]=[CH:8][C:5]([C:6]#[N:7])=[CH:4][CH:3]=1.[CH2:10]([SH:13])[CH2:11][CH3:12], predict the reaction product. The product is: [CH2:10]([S:13][C:2]1[CH:9]=[CH:8][C:5]([C:6]#[N:7])=[CH:4][CH:3]=1)[CH2:11][CH3:12]. (5) Given the reactants [O:1]=[C:2]1[NH:11][C:10]2[N:9]=[C:8]([O:12][CH2:13][CH2:14][CH2:15][CH:16]=O)[CH:7]=[CH:6][C:5]=2[CH2:4][CH2:3]1.[N:18]1([C:24]2[C:32]3[O:31][C:30](=[O:33])[NH:29][C:28]=3[CH:27]=[CH:26][CH:25]=2)[CH2:23][CH2:22][NH:21][CH2:20][CH2:19]1.N1CCNCC1.[BH-](OC(C)=O)(OC(C)=O)OC(C)=O.[Na+], predict the reaction product. The product is: [O:33]=[C:30]1[NH:29][C:28]2[CH:27]=[CH:26][CH:25]=[C:24]([N:18]3[CH2:23][CH2:22][N:21]([CH2:16][CH2:15][CH2:14][CH2:13][O:12][C:8]4[N:9]=[C:10]5[C:5]([CH2:4][CH2:3][C:2](=[O:1])[NH:11]5)=[CH:6][CH:7]=4)[CH2:20][CH2:19]3)[C:32]=2[O:31]1. (6) The product is: [CH2:33]([O:32][C:30](=[O:31])[CH2:29][N:3]1[N:2]=[N:1][C:5]([C:6]2[CH:11]=[CH:10][C:9]([N:12]3[CH2:13][CH2:14][C:15]4([O:19][CH2:18][CH2:17][O:16]4)[CH2:20][CH2:21]3)=[CH:8][CH:7]=2)=[N:4]1)[CH3:34].[CH2:33]([O:32][C:30](=[O:31])[CH2:29][N:4]1[C:5]([C:6]2[CH:11]=[CH:10][C:9]([N:12]3[CH2:13][CH2:14][C:15]4([O:19][CH2:18][CH2:17][O:16]4)[CH2:20][CH2:21]3)=[CH:8][CH:7]=2)=[N:1][N:2]=[N:3]1)[CH3:34]. Given the reactants [NH:1]1[C:5]([C:6]2[CH:11]=[CH:10][C:9]([N:12]3[CH2:21][CH2:20][C:15]4([O:19][CH2:18][CH2:17][O:16]4)[CH2:14][CH2:13]3)=[CH:8][CH:7]=2)=[N:4][N:3]=[N:2]1.C(=O)([O-])[O-].[Cs+].[Cs+].I[CH2:29][C:30]([O:32][CH2:33][CH3:34])=[O:31], predict the reaction product. (7) Given the reactants [CH3:1][O:2][C:3]1[CH:4]=[CH:5][C:6]2[O:11][CH2:10][C:9](=[O:12])[NH:8][C:7]=2[CH:13]=1.[H-].[Na+].Br[CH2:17][CH2:18][O:19][Si:20]([C:23]([CH3:26])([CH3:25])[CH3:24])([CH3:22])[CH3:21], predict the reaction product. The product is: [Si:20]([O:19][CH2:18][CH2:17][N:8]1[C:7]2[CH:13]=[C:3]([O:2][CH3:1])[CH:4]=[CH:5][C:6]=2[O:11][CH2:10][C:9]1=[O:12])([C:23]([CH3:26])([CH3:25])[CH3:24])([CH3:22])[CH3:21]. (8) Given the reactants [CH2:1]([C:5]1[N:10]=[C:9]([N:11]2[CH2:16][CH2:15][CH:14]([CH2:17][CH2:18][N:19]3[C:23](=[O:24])[CH2:22][O:21][C:20]3=[O:25])[CH2:13][CH2:12]2)[CH:8]=[CH:7][CH:6]=1)[CH:2]([CH3:4])[CH3:3].[CH3:26][NH2:27], predict the reaction product. The product is: [CH2:1]([C:5]1[N:10]=[C:9]([N:11]2[CH2:16][CH2:15][CH:14]([CH2:17][CH2:18][NH:19][C:20](=[O:25])[O:21][CH2:22][C:23]([NH:27][CH3:26])=[O:24])[CH2:13][CH2:12]2)[CH:8]=[CH:7][CH:6]=1)[CH:2]([CH3:4])[CH3:3]. (9) Given the reactants C(OC([N:8]1[CH2:17][CH2:16][C:15]2[NH:14][N:13]=[C:12]([C:18]3[CH:23]=[CH:22][C:21]([Cl:24])=[CH:20][CH:19]=3)[C:11]=2[CH2:10][CH2:9]1)=O)(C)(C)C.[CH3:25][O:26][C:27]1[CH:34]=[CH:33][CH:32]=[CH:31][C:28]=1[CH2:29]Cl.C(OC(N1CCC2C(=C(C3C=CC(Cl)=CC=3)N(CC3C=CC=CC=3OC)N=2)CC1)=O)(C)(C)C, predict the reaction product. The product is: [Cl:24][C:21]1[CH:20]=[CH:19][C:18]([C:12]2[C:11]3[CH2:10][CH2:9][NH:8][CH2:17][CH2:16][C:15]=3[N:14]([CH2:29][C:28]3[CH:31]=[CH:32][CH:33]=[CH:34][C:27]=3[O:26][CH3:25])[N:13]=2)=[CH:23][CH:22]=1. (10) Given the reactants [CH:1]([N:4]1[CH2:9][CH2:8][CH:7]([O:10][C:11]2[CH:19]=[CH:18][C:17]3[N:16]4[CH2:20][C@@H:21]([CH3:25])[NH:22][C:23](=[O:24])[C:15]4=[CH:14][C:13]=3[CH:12]=2)[CH2:6][CH2:5]1)([CH3:3])[CH3:2].Br[CH2:27][CH:28]1[CH2:30][CH2:29]1.[H-].[Na+], predict the reaction product. The product is: [CH:28]1([CH2:27][N:22]2[C@H:21]([CH3:25])[CH2:20][N:16]3[C:17]4[CH:18]=[CH:19][C:11]([O:10][CH:7]5[CH2:8][CH2:9][N:4]([CH:1]([CH3:3])[CH3:2])[CH2:5][CH2:6]5)=[CH:12][C:13]=4[CH:14]=[C:15]3[C:23]2=[O:24])[CH2:30][CH2:29]1.